This data is from Reaction yield outcomes from USPTO patents with 853,638 reactions. The task is: Predict the reaction yield, written as a fraction of the theoretical maximum amount of product (1.0 means a 100% yield; for example, 0.34 means a 34% yield). (1) The reactants are [Cl:1][C:2]1[CH:7]=[CH:6][C:5]([CH:8]([C:13]2(O)[CH2:18][CH2:17][N:16]([C:19]([O:21][C:22]([CH3:25])([CH3:24])[CH3:23])=[O:20])[CH2:15][CH2:14]2)[C:9]([O:11][CH3:12])=[O:10])=[CH:4][CH:3]=1.S(Cl)(Cl)=O. The catalyst is N1C=CC=CC=1. The product is [Cl:1][C:2]1[CH:3]=[CH:4][C:5]([C:8](=[C:13]2[CH2:14][CH2:15][N:16]([C:19]([O:21][C:22]([CH3:25])([CH3:24])[CH3:23])=[O:20])[CH2:17][CH2:18]2)[C:9]([O:11][CH3:12])=[O:10])=[CH:6][CH:7]=1. The yield is 0.580. (2) No catalyst specified. The reactants are [N:1]1[C:11]2[CH2:10][O:9][C:8]3[CH:12]=[CH:13][CH:14]=[CH:15][C:7]=3[C:6](=[O:16])[C:5]=2[CH:4]=[CH:3][CH:2]=1.[CH2:17]1[CH2:21]OC[CH2:18]1. The yield is 0.850. The product is [CH:18]1([C:6]2([OH:16])[C:5]3[CH:4]=[CH:3][CH:2]=[N:1][C:11]=3[CH2:10][O:9][C:8]3[CH:12]=[CH:13][CH:14]=[CH:15][C:7]2=3)[CH2:17][CH2:21]1. (3) The yield is 0.740. The reactants are [Br:1][C:2]1[CH:9]=[CH:8][C:5]([CH2:6]Br)=[CH:4][CH:3]=1.C(N(CC)CC)C.[NH:17]1[CH2:22][CH2:21][S:20](=[O:24])(=[O:23])[CH2:19][CH2:18]1. The catalyst is C1COCC1. The product is [Br:1][C:2]1[CH:9]=[CH:8][C:5]([CH2:6][N:17]2[CH2:22][CH2:21][S:20](=[O:24])(=[O:23])[CH2:19][CH2:18]2)=[CH:4][CH:3]=1. (4) The reactants are [O:1]=[C:2]1[C:11]2[CH:10]=[CH:9][CH:8]=[CH:7][C:6]=2[C:5]2[CH2:12][O:13][CH:14]([CH:16]3[CH2:21][CH2:20][NH2+:19][CH2:18][CH2:17]3)[CH2:15][C:4]=2[NH:3]1.CCN(C(C)C)C(C)C.[CH3:31][C:32]1([C:35](O)=[O:36])[CH2:34][CH2:33]1.F[P-](F)(F)(F)(F)F.N1(O[P+](N(C)C)(N(C)C)N(C)C)C2C=CC=CC=2N=N1. The catalyst is CCOC(C)=O.CN(C=O)C. The product is [CH3:31][C:32]1([C:35]([N:19]2[CH2:20][CH2:21][CH:16]([CH:14]3[O:13][CH2:12][C:5]4[C:6]5[C:11](=[CH:10][CH:9]=[CH:8][CH:7]=5)[C:2](=[O:1])[NH:3][C:4]=4[CH2:15]3)[CH2:17][CH2:18]2)=[O:36])[CH2:34][CH2:33]1. The yield is 0.850. (5) The reactants are [C:1](Cl)(=[O:3])[CH3:2].[NH2:5][CH2:6][CH2:7][N:8]1[CH:16]=[C:15]2[C:10]([N:11]=[C:12]([C:30]3[CH:35]=[CH:34][C:33]([F:36])=[CH:32][CH:31]=3)[C:13]([C:24]3[CH:29]=[CH:28][N:27]=[CH:26][CH:25]=3)=[C:14]2[C:17]2[CH:22]=[CH:21][C:20]([F:23])=[CH:19][CH:18]=2)=[N:9]1. No catalyst specified. The product is [F:23][C:20]1[CH:21]=[CH:22][C:17]([C:14]2[C:15]3[C:10](=[N:9][N:8]([CH2:7][CH2:6][NH:5][C:1](=[O:3])[CH3:2])[CH:16]=3)[N:11]=[C:12]([C:30]3[CH:35]=[CH:34][C:33]([F:36])=[CH:32][CH:31]=3)[C:13]=2[C:24]2[CH:29]=[CH:28][N:27]=[CH:26][CH:25]=2)=[CH:18][CH:19]=1. The yield is 0.480. (6) The reactants are [N+:1]([C:4]1[CH:5]=[C:6]([CH:8]=[CH:9][C:10]=1F)[NH2:7])([O-:3])=[O:2].[CH3:12][O-:13].[Na+].Cl.O. The catalyst is CO. The product is [CH3:12][O:13][C:10]1[CH:9]=[CH:8][C:6]([NH2:7])=[CH:5][C:4]=1[N+:1]([O-:3])=[O:2]. The yield is 0.970. (7) The catalyst is CC(C)=O.[Os](=O)(=O)(=O)=O. The yield is 0.640. The product is [CH2:1]([C:3]1[N:4]=[C:5]([CH2:27][CH2:28][CH3:29])[N:6]([CH2:12][C:13]2[CH:14]=[CH:15][C:16]([C:19]3[C:20]([C:25]#[N:26])=[CH:21][CH:22]=[CH:23][CH:24]=3)=[CH:17][CH:18]=2)[C:7](=[O:11])[C:8]=1[CH:9]=[O:31])[CH3:2]. The reactants are [CH2:1]([C:3]1[N:4]=[C:5]([CH2:27][CH2:28][CH3:29])[N:6]([CH2:12][C:13]2[CH:18]=[CH:17][C:16]([C:19]3[C:20]([C:25]#[N:26])=[CH:21][CH:22]=[CH:23][CH:24]=3)=[CH:15][CH:14]=2)[C:7](=[O:11])[C:8]=1[CH:9]=C)[CH3:2].I([O-])(=O)(=O)=[O:31].[Na+].C(#N)C.O.